Predict the reactants needed to synthesize the given product. From a dataset of Full USPTO retrosynthesis dataset with 1.9M reactions from patents (1976-2016). Given the product [C:3]([O:7][C:8](=[O:16])[CH2:9][CH2:10][CH2:11][CH2:12][C@H:13]([O:15][C:18]1[C:19]2[C:26]([C:27]3[CH:28]=[CH:29][C:30]([O:33][CH3:34])=[CH:31][CH:32]=3)=[C:25]([C:35]3[CH:40]=[CH:39][CH:38]=[CH:37][C:36]=3[F:41])[O:24][C:20]=2[N:21]=[CH:22][N:23]=1)[CH3:14])([CH3:4])([CH3:6])[CH3:5], predict the reactants needed to synthesize it. The reactants are: [H-].[Na+].[C:3]([O:7][C:8](=[O:16])[CH2:9][CH2:10][CH2:11][CH2:12][C@H:13]([OH:15])[CH3:14])([CH3:6])([CH3:5])[CH3:4].Cl[C:18]1[C:19]2[C:26]([C:27]3[CH:32]=[CH:31][C:30]([O:33][CH3:34])=[CH:29][CH:28]=3)=[C:25]([C:35]3[CH:40]=[CH:39][CH:38]=[CH:37][C:36]=3[F:41])[O:24][C:20]=2[N:21]=[CH:22][N:23]=1.O.